Dataset: CYP2C9 inhibition data for predicting drug metabolism from PubChem BioAssay. Task: Regression/Classification. Given a drug SMILES string, predict its absorption, distribution, metabolism, or excretion properties. Task type varies by dataset: regression for continuous measurements (e.g., permeability, clearance, half-life) or binary classification for categorical outcomes (e.g., BBB penetration, CYP inhibition). Dataset: cyp2c9_veith. (1) The compound is C#CCCCO/N=C1/C[C@@H](O)[C@@H](O)[C@@H]2[C@@H]3C(=O)N(C4CCCCC4)C(=O)[C@H]3CC[C@@H]12. The result is 0 (non-inhibitor). (2) The compound is COc1ccc(N2CCN(C(=S)Nc3cc(C)ccc3C)CC2)cc1. The result is 0 (non-inhibitor). (3) The compound is C#CCSc1nc(Cc2ccc(Cl)cc2)nc2ccccc12. The result is 1 (inhibitor).